From a dataset of Reaction yield outcomes from USPTO patents with 853,638 reactions. Predict the reaction yield, written as a fraction of the theoretical maximum amount of product (1.0 means a 100% yield; for example, 0.34 means a 34% yield). The reactants are I[C:2]1[CH:14]=[CH:13][C:5]2[C:6](=[O:12])[CH2:7][CH2:8][C:9](=[O:11])[NH:10][C:4]=2[CH:3]=1.[CH:15]1(B(O)O)[CH2:17][CH2:16]1.[O-]P([O-])([O-])=O.[K+].[K+].[K+].C1(P(C2CCCCC2)C2CCCCC2)CCCCC1. The catalyst is C1(C)C=CC=CC=1.O.CC([O-])=O.CC([O-])=O.[Pd+2].CCOC(C)=O. The product is [CH:15]1([C:2]2[CH:14]=[CH:13][C:5]3[C:6](=[O:12])[CH2:7][CH2:8][C:9](=[O:11])[NH:10][C:4]=3[CH:3]=2)[CH2:17][CH2:16]1. The yield is 0.230.